Task: Predict the product of the given reaction.. Dataset: Forward reaction prediction with 1.9M reactions from USPTO patents (1976-2016) (1) The product is: [C:22]([NH:10][C:9]1[CH:11]=[CH:12][CH:13]=[CH:14][C:8]=1[O:1][C:2]1[CH:3]=[CH:4][CH:5]=[CH:6][CH:7]=1)(=[O:24])[CH3:23]. Given the reactants [O:1]([C:8]1[CH:14]=[CH:13][CH:12]=[CH:11][C:9]=1[NH2:10])[C:2]1[CH:7]=[CH:6][CH:5]=[CH:4][CH:3]=1.C(N(CC)CC)C.[C:22](Cl)(=[O:24])[CH3:23], predict the reaction product. (2) Given the reactants [CH2:1]1[C:3]([NH2:7])([C:4]([OH:6])=[O:5])[CH2:2]1.[C:8]([O:16][CH2:17][CH2:18][O:19][C:20](ON1C(=O)CCC1=O)=[O:21])(=[O:15])[CH2:9][CH2:10][CH2:11][CH2:12][CH2:13][CH3:14], predict the reaction product. The product is: [C:8]([O:16][CH2:17][CH2:18][O:19][C:20]([NH:7][C:3]1([C:4]([OH:6])=[O:5])[CH2:2][CH2:1]1)=[O:21])(=[O:15])[CH2:9][CH2:10][CH2:11][CH2:12][CH2:13][CH3:14].